Dataset: Forward reaction prediction with 1.9M reactions from USPTO patents (1976-2016). Task: Predict the product of the given reaction. Given the reactants [CH2:1]([O:3][C:4]([C:6]1[CH:7]=[C:8]2[C:13](=[CH:14][CH:15]=1)[NH:12][CH:11]([C:16]1[CH:21]=[C:20]([F:22])[CH:19]=[C:18](Br)[CH:17]=1)[C:10]([CH3:25])([CH3:24])[CH2:9]2)=[O:5])[CH3:2].[NH:26]1[CH2:30][CH2:29][CH2:28][CH2:27]1.[OH-].[K+].C(OCC)(=O)C, predict the reaction product. The product is: [CH2:1]([O:3][C:4]([C:6]1[CH:7]=[C:8]2[C:13](=[CH:14][CH:15]=1)[NH:12][CH:11]([C:16]1[CH:17]=[C:18]([N:26]3[CH2:30][CH2:29][CH2:28][CH2:27]3)[CH:19]=[C:20]([F:22])[CH:21]=1)[C:10]([CH3:25])([CH3:24])[CH2:9]2)=[O:5])[CH3:2].